From a dataset of Forward reaction prediction with 1.9M reactions from USPTO patents (1976-2016). Predict the product of the given reaction. Given the reactants I[C:2]1[N:6]([CH3:7])[CH:5]=[N:4][CH:3]=1.C([Mg]Cl)(C)C.[CH2:13]([C:20]1[C:21]([CH3:37])=[N:22][C:23]2[C:28]([C:29]=1[CH3:30])=[CH:27][C:26]([C:31](N(OC)C)=[O:32])=[CH:25][CH:24]=2)[C:14]1[CH:19]=[CH:18][CH:17]=[CH:16][CH:15]=1.CN1C=CN=C1, predict the reaction product. The product is: [CH2:13]([C:20]1[C:21]([CH3:37])=[N:22][C:23]2[C:28]([C:29]=1[CH3:30])=[CH:27][C:26]([C:31]([C:2]1[N:6]([CH3:7])[CH:5]=[N:4][CH:3]=1)=[O:32])=[CH:25][CH:24]=2)[C:14]1[CH:15]=[CH:16][CH:17]=[CH:18][CH:19]=1.